From a dataset of Catalyst prediction with 721,799 reactions and 888 catalyst types from USPTO. Predict which catalyst facilitates the given reaction. Reactant: CCCC[N+](CCCC)(CCCC)CCCC.[F-].[Si]([O:26][CH2:27][CH:28]([C:36]1([NH:39][C:40](=[O:46])[O:41][C:42]([CH3:45])([CH3:44])[CH3:43])[CH2:38][CH2:37]1)[C:29]1[CH:34]=[CH:33][C:32]([Cl:35])=[CH:31][CH:30]=1)(C(C)(C)C)(C)C.[NH4+].[Cl-]. Product: [Cl:35][C:32]1[CH:33]=[CH:34][C:29]([CH:28]([C:36]2([NH:39][C:40](=[O:46])[O:41][C:42]([CH3:44])([CH3:43])[CH3:45])[CH2:37][CH2:38]2)[CH2:27][OH:26])=[CH:30][CH:31]=1. The catalyst class is: 1.